Task: Predict which catalyst facilitates the given reaction.. Dataset: Catalyst prediction with 721,799 reactions and 888 catalyst types from USPTO (1) The catalyst class is: 202. Reactant: [C:1]([NH:11][C@H:12]([C:16]([O:18][CH2:19][CH2:20][OH:21])=[O:17])[CH:13]([CH3:15])[CH3:14])([O:3][CH2:4][C:5]1[CH:10]=[CH:9][CH:8]=[CH:7][CH:6]=1)=[O:2].Cl[C:23]([O:25][CH2:26][Cl:27])=[O:24]. Product: [C:23](=[O:24])([O:25][CH2:26][Cl:27])[O:21][CH2:20][CH2:19][O:18][C:16](=[O:17])[C@H:12]([CH:13]([CH3:15])[CH3:14])[NH:11][C:1]([O:3][CH2:4][C:5]1[CH:10]=[CH:9][CH:8]=[CH:7][CH:6]=1)=[O:2]. (2) Reactant: [F:1][C:2]([F:16])([F:15])[C:3]1[CH:14]=[CH:13][C:6]([O:7][CH:8]([CH3:12])[C:9]([OH:11])=O)=[CH:5][CH:4]=1.[NH:17]1[C:22](=[O:23])[CH2:21][NH:20][C:19]2[N:24]=[CH:25][CH:26]=[CH:27][C:18]1=2.O.ON1C2C=CC=CC=2N=N1.Cl.CN(C)CCCN=C=NCC.C(=O)([O-])O.[Na+]. The catalyst class is: 9. Product: [F:15][C:2]([F:1])([F:16])[C:3]1[CH:4]=[CH:5][C:6]([O:7][CH:8]([CH3:12])[C:9]([N:20]2[CH2:21][C:22](=[O:23])[NH:17][C:18]3[CH:27]=[CH:26][CH:25]=[N:24][C:19]2=3)=[O:11])=[CH:13][CH:14]=1. (3) The catalyst class is: 251. Reactant: [S:1]1[C:5]2[CH:6]=[CH:7][C:8]([NH:10][C:11]3[C:20]4[C:15](=[CH:16][C:17]([O:25][CH3:26])=[C:18]([S:21](Cl)(=[O:23])=[O:22])[CH:19]=4)[N:14]=[CH:13][N:12]=3)=[CH:9][C:4]=2[N:3]=[CH:2]1.[CH3:27][NH:28][CH3:29]. Product: [S:1]1[C:5]2[CH:6]=[CH:7][C:8]([NH:10][C:11]3[C:20]4[C:15](=[CH:16][C:17]([O:25][CH3:26])=[C:18]([S:21]([N:28]([CH3:29])[CH3:27])(=[O:23])=[O:22])[CH:19]=4)[N:14]=[CH:13][N:12]=3)=[CH:9][C:4]=2[N:3]=[CH:2]1. (4) Reactant: [F:1][C:2]1[CH:7]=[CH:6][CH:5]=[C:4]([F:8])[C:3]=1[N:9]1[C:14]2[N:15]=[C:16](S(C)=O)[N:17]=[C:18]([C:19]3[CH:20]=[C:21]([CH:28]=[CH:29][C:30]=3[CH3:31])[C:22]([NH:24][CH:25]([CH3:27])[CH3:26])=[O:23])[C:13]=2[CH2:12][NH:11][C:10]1=[O:35].Cl.Cl.[NH:38]1[CH:42]=[CH:41][N:40]=[C:39]1[CH2:43][NH2:44].C(N(CC)C(C)C)(C)C. Product: [F:1][C:2]1[CH:7]=[CH:6][CH:5]=[C:4]([F:8])[C:3]=1[N:9]1[C:14]2[N:15]=[C:16]([NH:44][CH2:43][C:39]3[NH:38][CH:42]=[CH:41][N:40]=3)[N:17]=[C:18]([C:19]3[CH:20]=[C:21]([CH:28]=[CH:29][C:30]=3[CH3:31])[C:22]([NH:24][CH:25]([CH3:27])[CH3:26])=[O:23])[C:13]=2[CH2:12][NH:11][C:10]1=[O:35]. The catalyst class is: 1. (5) Reactant: [CH3:1][C@@H:2]1[N:8]([C:9]2[CH:14]=[CH:13][CH:12]=[CH:11][CH:10]=2)[CH2:7][C:6]2[CH:15]=[CH:16][C:17]([C:19]([O:21]C)=O)=[CH:18][C:5]=2[O:4][CH2:3]1.[OH-:23].[Na+].[NH2:25]O. Product: [OH:23][NH:25][C:19]([C:17]1[CH:16]=[CH:15][C:6]2[CH2:7][N:8]([C:9]3[CH:14]=[CH:13][CH:12]=[CH:11][CH:10]=3)[C@@H:2]([CH3:1])[CH2:3][O:4][C:5]=2[CH:18]=1)=[O:21]. The catalyst class is: 36. (6) Reactant: C(OC([N:8]([C@@H:16]1[CH2:22][CH2:21][C@@H:20]([C:23]2[CH:28]=[CH:27][CH:26]=[C:25]([F:29])[C:24]=2[F:30])[CH2:19][N:18]([CH2:31][C:32]2[S:33][CH:34]=[CH:35][N:36]=2)[C:17]1=[O:37])C(OC(C)(C)C)=O)=O)(C)(C)C.FC(F)(F)C(O)=O. Product: [NH2:8][C@@H:16]1[CH2:22][CH2:21][C@@H:20]([C:23]2[CH:28]=[CH:27][CH:26]=[C:25]([F:29])[C:24]=2[F:30])[CH2:19][N:18]([CH2:31][C:32]2[S:33][CH:34]=[CH:35][N:36]=2)[C:17]1=[O:37]. The catalyst class is: 754.